The task is: Predict the reactants needed to synthesize the given product.. This data is from Full USPTO retrosynthesis dataset with 1.9M reactions from patents (1976-2016). (1) Given the product [CH2:1]([O:4][C:5]1([CH3:45])[CH2:10][CH2:9][N:8]([C:11]2[N:16]3[CH:17]=[C:18]([C:20]4[CH:21]=[C:22]([C:26]5[CH:31]=[C:30]([CH3:32])[CH:29]=[CH:28][C:27]=5[O:33][C@H:49]([CH2:48][CH:47]=[CH2:46])[CH3:50])[CH:23]=[CH:24][CH:25]=4)[N:19]=[C:15]3[CH:14]=[C:13]([CH3:34])[C:12]=2[C@H:35]([O:40][C:41]([CH3:44])([CH3:43])[CH3:42])[C:36]([O:38][CH3:39])=[O:37])[CH2:7][CH2:6]1)[CH:2]=[CH2:3], predict the reactants needed to synthesize it. The reactants are: [CH2:1]([O:4][C:5]1([CH3:45])[CH2:10][CH2:9][N:8]([C:11]2[N:16]3[CH:17]=[C:18]([C:20]4[CH:21]=[C:22]([C:26]5[CH:31]=[C:30]([CH3:32])[CH:29]=[CH:28][C:27]=5[OH:33])[CH:23]=[CH:24][CH:25]=4)[N:19]=[C:15]3[CH:14]=[C:13]([CH3:34])[C:12]=2[C@H:35]([O:40][C:41]([CH3:44])([CH3:43])[CH3:42])[C:36]([O:38][CH3:39])=[O:37])[CH2:7][CH2:6]1)[CH:2]=[CH2:3].[CH3:46][C@@H:47](O)[CH2:48][CH:49]=[CH2:50].C1C=CC(P(C2C=CC=CC=2)C2C=CC=CC=2)=CC=1.CCOC(/N=N/C(OCC)=O)=O. (2) The reactants are: CS(O[CH:6]1[CH2:11][CH2:10][O:9][CH:8]([C:12]2[N:16]([CH3:17])[N:15]=[C:14]([C:18]([F:21])([F:20])[F:19])[CH:13]=2)[CH2:7]1)(=O)=O.C([O-])([O-])=O.[Cs+].[Cs+].[F:28][C:29]([F:38])([F:37])[C:30]1[CH:31]=[C:32]([SH:36])[CH:33]=[CH:34][CH:35]=1. Given the product [CH3:17][N:16]1[C:12]([CH:8]2[CH2:7][CH:6]([S:36][C:32]3[CH:33]=[CH:34][CH:35]=[C:30]([C:29]([F:28])([F:37])[F:38])[CH:31]=3)[CH2:11][CH2:10][O:9]2)=[CH:13][C:14]([C:18]([F:19])([F:20])[F:21])=[N:15]1, predict the reactants needed to synthesize it. (3) Given the product [Br:14][C:6]1[CH:7]=[C:2]([F:1])[C:3]([O:12][CH3:13])=[CH:4][C:5]=1[CH2:8][C:9]([OH:11])=[O:10], predict the reactants needed to synthesize it. The reactants are: [F:1][C:2]1[CH:7]=[CH:6][C:5]([CH2:8][C:9]([OH:11])=[O:10])=[CH:4][C:3]=1[O:12][CH3:13].[Br:14]Br.O. (4) Given the product [CH:4]([C:3]1[CH:6]=[CH:7][C:8]([O:10][CH3:11])=[CH:9][C:2]=1[O:1][S:18]([C:21]([F:24])([F:23])[F:22])(=[O:20])=[O:19])=[O:5], predict the reactants needed to synthesize it. The reactants are: [OH:1][C:2]1[CH:9]=[C:8]([O:10][CH3:11])[CH:7]=[CH:6][C:3]=1[CH:4]=[O:5].N1C=CC=CC=1.[S:18](O[S:18]([C:21]([F:24])([F:23])[F:22])(=[O:20])=[O:19])([C:21]([F:24])([F:23])[F:22])(=[O:20])=[O:19]. (5) Given the product [Cl-:17].[CH:6](=[N+:1]1[CH2:5][CH2:4][CH2:3][CH2:2]1)[C:7]1[CH:12]=[CH:11][CH:10]=[CH:9][CH:8]=1, predict the reactants needed to synthesize it. The reactants are: [NH:1]1[CH2:5][CH2:4][CH2:3][CH2:2]1.[CH:6](=O)[C:7]1[CH:12]=[CH:11][CH:10]=[CH:9][CH:8]=1.C([Cl:17])(=O)C. (6) The reactants are: [NH:1]1[C:9]2[C:4](=[CH:5][CH:6]=[CH:7][CH:8]=2)[C:3]([C:10]([OH:12])=[O:11])=[N:2]1.[N+:13]([O-])([OH:15])=[O:14].O. Given the product [N+:13]([C:6]1[CH:5]=[C:4]2[C:9](=[CH:8][CH:7]=1)[NH:1][N:2]=[C:3]2[C:10]([OH:12])=[O:11])([O-:15])=[O:14], predict the reactants needed to synthesize it. (7) Given the product [CH2:1]([N:8]1[C:16]([NH2:33])=[C:15]2[C:10]([CH:11]=[C:12]([B:17]3[O:18][C:19]([CH3:25])([CH3:24])[C:20]([CH3:23])([CH3:22])[O:21]3)[CH:13]=[CH:14]2)=[N:9]1)[C:2]1[CH:3]=[CH:4][CH:5]=[CH:6][CH:7]=1, predict the reactants needed to synthesize it. The reactants are: [CH2:1]([N:8]1[CH:16]=[C:15]2[C:10]([CH:11]=[C:12]([B:17]3[O:21][C:20]([CH3:23])([CH3:22])[C:19]([CH3:25])([CH3:24])[O:18]3)[CH:13]=[CH:14]2)=[N:9]1)[C:2]1[CH:7]=[CH:6][CH:5]=[CH:4][CH:3]=1.C([N:33]1C(N)=C2C(C=C(Br)C=C2)=N1)C1C=CC=CC=1. (8) Given the product [CH:29]([N:25]1[C:24]([C:18]2[S:19][C:20]3[CH2:21][CH2:22][O:23][C:14]4[CH:13]=[C:12]([CH:10]5[CH2:11][N:8]([CH2:41][C:42]([NH2:44])=[O:43])[CH2:9]5)[CH:33]=[CH:32][C:15]=4[C:16]=3[N:17]=2)=[N:28][CH:27]=[N:26]1)([CH3:31])[CH3:30], predict the reactants needed to synthesize it. The reactants are: OC(C(F)(F)F)=O.[NH:8]1[CH2:11][CH:10]([C:12]2[CH:33]=[CH:32][C:15]3[C:16]4[N:17]=[C:18]([C:24]5[N:25]([CH:29]([CH3:31])[CH3:30])[N:26]=[CH:27][N:28]=5)[S:19][C:20]=4[CH2:21][CH2:22][O:23][C:14]=3[CH:13]=2)[CH2:9]1.C(=O)([O-])[O-].[K+].[K+].Br[CH2:41][C:42]([NH2:44])=[O:43]. (9) Given the product [C:7]1([CH:17]=[CH:26][C:25]([O:28][CH2:29][CH3:30])=[O:27])[C:16]2[C:11](=[CH:12][CH:13]=[CH:14][CH:15]=2)[CH:10]=[CH:9][CH:8]=1, predict the reactants needed to synthesize it. The reactants are: CC(C)([O-])C.[K+].[C:7]1([CH:17]=O)[C:16]2[C:11](=[CH:12][CH:13]=[CH:14][CH:15]=2)[CH:10]=[CH:9][CH:8]=1.CCCCCC.[C:25]([O:28][CH2:29][CH3:30])(=[O:27])[CH3:26].